Dataset: Tyrosyl-DNA phosphodiesterase HTS with 341,365 compounds. Task: Binary Classification. Given a drug SMILES string, predict its activity (active/inactive) in a high-throughput screening assay against a specified biological target. (1) The drug is O(c1c2[nH]c(cc(=O)c2ccc1)C(OC)=O)C. The result is 0 (inactive). (2) The molecule is O1CCN(Cc2n(c3c(n2)cc(NC(=O)c2c([N+]([O-])=O)cccc2)cc3)CC)CC1. The result is 0 (inactive). (3) The drug is S(=O)(=O)(c1c(OC(=O)c2ccccc2)n(nc1C)c1ccccc1)c1ccccc1. The result is 0 (inactive). (4) The result is 0 (inactive). The molecule is O=C(Nc1c(cccc1)C)c1c(NC(=O)c2occc2)cccc1. (5) The result is 0 (inactive). The molecule is s1c(nnc1NC(=O)Cc1nn(c(=O)c2c1cccc2)CC)CC(=O)N1CCOCC1. (6) The molecule is Fc1cc(C(=O)Nc2n(ncc2C(=O)N2CCCC2)c2ccccc2)ccc1. The result is 0 (inactive).